This data is from Reaction yield outcomes from USPTO patents with 853,638 reactions. The task is: Predict the reaction yield, written as a fraction of the theoretical maximum amount of product (1.0 means a 100% yield; for example, 0.34 means a 34% yield). (1) The product is [O:14]1[C:10]([C:8]2[CH:9]=[C:4]([CH:5]=[C:6]([C:15]3[O:19][CH:18]=[N:17][CH:16]=3)[CH:7]=2)[NH2:1])=[CH:11][N:12]=[CH:13]1. The yield is 0.870. The reactants are [N+:1]([C:4]1[CH:5]=[C:6]([C:15]2[O:19][CH:18]=[N:17][CH:16]=2)[CH:7]=[C:8]([C:10]2[O:14][CH:13]=[N:12][CH:11]=2)[CH:9]=1)([O-])=O. The catalyst is [Pd].C(OCC)(=O)C. (2) The reactants are [NH:1]1[C:9]2[C:4](=[CH:5][CH:6]=[CH:7][CH:8]=2)[C:3]([CH:10]2[C:15](=[O:16])[CH2:14][C:13]([CH3:18])([CH3:17])[CH2:12][C:11]2=[O:19])=[CH:2]1.[F:20][B-:21]([F:24])([F:23])[F:22].[H+].[CH2:26](OC(OCC)OCC)C. The catalyst is C(OCC)C. The product is [F:20][B-:21]([F:24])([F:23])[F:22].[CH3:18][C:13]1([CH3:17])[CH2:14][C:15]2[O+:16]=[CH:26][C:2]3[NH:1][C:9]4[CH:8]=[CH:7][CH:6]=[CH:5][C:4]=4[C:3]=3[C:10]=2[C:11](=[O:19])[CH2:12]1. The yield is 0.700. (3) The reactants are C([Li])CCC.C([O:10]O)(C)(C)C.[F:12][C:13]([F:27])([F:26])/[CH:14]=[C:15](/[S:17]([C:20]1[CH:25]=[CH:24][CH:23]=[CH:22][CH:21]=1)(=[O:19])=[O:18])\[CH3:16]. The catalyst is O1CCCC1.C(OCC)(=O)C. The product is [C:20]1([S:17]([C:15]2([CH3:16])[CH:14]([C:13]([F:12])([F:26])[F:27])[O:10]2)(=[O:18])=[O:19])[CH:25]=[CH:24][CH:23]=[CH:22][CH:21]=1. The yield is 0.490. (4) The reactants are [CH:1]1([N:4]2[CH:8]=[C:7]([NH2:9])[CH:6]=[N:5]2)[CH2:3][CH2:2]1.Br[C:11]1[C:12](=[O:19])[N:13]([CH3:18])[CH:14]=[C:15]([Br:17])[N:16]=1.C(=O)([O-])[O-].[Cs+].[Cs+].CC1(C)C2C(=C(P(C3C=CC=CC=3)C3C=CC=CC=3)C=CC=2)OC2C(P(C3C=CC=CC=3)C3C=CC=CC=3)=CC=CC1=2. The catalyst is C(OCC)(=O)C.O.C1C=CC(/C=C/C(/C=C/C2C=CC=CC=2)=O)=CC=1.C1C=CC(/C=C/C(/C=C/C2C=CC=CC=2)=O)=CC=1.C1C=CC(/C=C/C(/C=C/C2C=CC=CC=2)=O)=CC=1.[Pd].[Pd].O1CCOCC1. The product is [Br:17][C:15]1[N:16]=[C:11]([NH:9][C:7]2[CH:6]=[N:5][N:4]([CH:1]3[CH2:3][CH2:2]3)[CH:8]=2)[C:12](=[O:19])[N:13]([CH3:18])[CH:14]=1. The yield is 0.280. (5) The reactants are C1C=CC(C2C=CC=CC=2)=CC=1.C1C=CC(OC2C=CC=CC=2)=CC=1.[Cl:26][C:27]1[CH:32]=[CH:31][C:30]([C:33]([F:36])([F:35])[F:34])=[CH:29][C:28]=1[NH:37][CH:38]=[C:39]([C:45](OCC)=[O:46])[C:40]([O:42][CH2:43][CH3:44])=[O:41]. The catalyst is CCCCCC. The product is [Cl:26][C:27]1[CH:32]=[CH:31][C:30]([C:33]([F:34])([F:35])[F:36])=[C:29]2[C:28]=1[NH:37][CH:38]=[C:39]([C:40]([O:42][CH2:43][CH3:44])=[O:41])[C:45]2=[O:46]. The yield is 0.650. (6) The reactants are [NH2:1][CH2:2][CH2:3][O:4][CH:5]([CH2:8][OH:9])[CH2:6][OH:7].[C:10](O[C:10]([O:12][C:13]([CH3:16])([CH3:15])[CH3:14])=[O:11])([O:12][C:13]([CH3:16])([CH3:15])[CH3:14])=[O:11].[K]. The product is [OH:7][CH2:6][CH:5]([O:4][CH2:3][CH2:2][NH:1][C:10](=[O:11])[O:12][C:13]([CH3:16])([CH3:15])[CH3:14])[CH2:8][OH:9]. The catalyst is CO.O. The yield is 0.594.